This data is from Full USPTO retrosynthesis dataset with 1.9M reactions from patents (1976-2016). The task is: Predict the reactants needed to synthesize the given product. The reactants are: [N:1]1[CH:6]=[CH:5][CH:4]=[C:3](B(O)O)[CH:2]=1.C([O-])([O-])=O.[Na+].[Na+].Cl[C:17]1[N:22]2[N:23]=[C:24]([NH2:26])[N:25]=[C:21]2[CH:20]=[C:19]([C:27]2[CH:28]=[N:29][CH:30]=[CH:31][CH:32]=2)[CH:18]=1.C(Cl)Cl. Given the product [N:1]1[CH:6]=[CH:5][CH:4]=[C:3]([C:17]2[N:22]3[N:23]=[C:24]([NH2:26])[N:25]=[C:21]3[CH:20]=[C:19]([C:27]3[CH:28]=[N:29][CH:30]=[CH:31][CH:32]=3)[CH:18]=2)[CH:2]=1, predict the reactants needed to synthesize it.